From a dataset of Forward reaction prediction with 1.9M reactions from USPTO patents (1976-2016). Predict the product of the given reaction. (1) Given the reactants [CH3:1][N:2]1[CH:6]=[CH:5][N:4]=[C:3]1[N:7]1[CH2:16][CH2:15][C:14]2[C:13]([N:17]3[CH2:22][CH2:21][O:20][CH2:19][CH2:18]3)=[N:12][C:11]([C:23]3[CH:28]=[CH:27][C:26]([N+:29]([O-])=O)=[CH:25][CH:24]=3)=[N:10][C:9]=2[CH2:8]1.C([O:34]C(OCC)CN)C.[N:41]1[CH:46]=CC=[CH:43][CH:42]=1, predict the reaction product. The product is: [CH2:42]([NH:41][C:46]([NH:29][C:26]1[CH:27]=[CH:28][C:23]([C:11]2[N:12]=[C:13]([N:17]3[CH2:18][CH2:19][O:20][CH2:21][CH2:22]3)[C:14]3[CH2:15][CH2:16][N:7]([C:3]4[N:2]([CH3:1])[CH:6]=[CH:5][N:4]=4)[CH2:8][C:9]=3[N:10]=2)=[CH:24][CH:25]=1)=[O:34])[CH3:43]. (2) Given the reactants [CH3:1][N:2]1[C:6]([CH3:7])=[CH:5][C:4]([C:8]([OH:10])=O)=[N:3]1.C(N(CC)C(C)C)(C)C.F[P-](F)(F)(F)(F)F.N1(OC(N(C)C)=[N+](C)C)C2N=CC=CC=2N=N1.[NH2:44][C@@H:45]1[CH2:50][CH2:49][C@H:48]([N:51]2[C:56](=[O:57])[C:55]3[CH:58]=[C:59]([F:62])[CH:60]=[N:61][C:54]=3[N:53]([C:63]3[CH:64]=[C:65]([C:69]4[CH:74]=[CH:73][C:72]([OH:75])=[CH:71][C:70]=4[CH2:76][N:77]([CH3:79])[CH3:78])[CH:66]=[CH:67][CH:68]=3)[C:52]2=[O:80])[CH2:47][CH2:46]1, predict the reaction product. The product is: [CH3:79][N:77]([CH2:76][C:70]1[CH:71]=[C:72]([OH:75])[CH:73]=[CH:74][C:69]=1[C:65]1[CH:66]=[CH:67][CH:68]=[C:63]([N:53]2[C:54]3[N:61]=[CH:60][C:59]([F:62])=[CH:58][C:55]=3[C:56](=[O:57])[N:51]([C@@H:48]3[CH2:49][CH2:50][C@H:45]([NH:44][C:8]([C:4]4[CH:5]=[C:6]([CH3:7])[N:2]([CH3:1])[N:3]=4)=[O:10])[CH2:46][CH2:47]3)[C:52]2=[O:80])[CH:64]=1)[CH3:78]. (3) The product is: [Br:1][C:2]1[CH:3]=[C:4]([NH:10][C:11]2[CH:16]=[CH:15][C:14]([N:17]3[CH2:22][CH2:21][N:20]([CH3:26])[C@H:19]([CH3:23])[CH2:18]3)=[CH:13][N:12]=2)[C:5](=[O:9])[N:6]([CH3:8])[CH:7]=1. Given the reactants [Br:1][C:2]1[CH:3]=[C:4]([NH:10][C:11]2[CH:16]=[CH:15][C:14]([N:17]3[CH2:22][CH2:21][NH:20][C@H:19]([CH3:23])[CH2:18]3)=[CH:13][N:12]=2)[C:5](=[O:9])[N:6]([CH3:8])[CH:7]=1.C=O.[C:26](O[BH-](OC(=O)C)OC(=O)C)(=O)C.[Na+].O, predict the reaction product. (4) Given the reactants [C:9](O[C:9]([O:11][C:12]([CH3:15])([CH3:14])[CH3:13])=[O:10])([O:11][C:12]([CH3:15])([CH3:14])[CH3:13])=[O:10].[NH2:16][C:17]1[C:25]2[C:24]([C:26]#[N:27])=[CH:23][CH:22]=[CH:21][C:20]=2[NH:19][N:18]=1.C(N(CC)CC)C, predict the reaction product. The product is: [NH2:16][C:17]1[C:25]2[C:20](=[CH:21][CH:22]=[CH:23][C:24]=2[C:26]#[N:27])[N:19]([C:9]([O:11][C:12]([CH3:13])([CH3:14])[CH3:15])=[O:10])[N:18]=1. (5) The product is: [F:15][C:14]([F:17])([F:16])[C:11]1[N:10]=[CH:9][C:8]([C:6]2[N:5]=[CH:4][N:3]=[C:2]([C:18]#[N:20])[CH:7]=2)=[CH:13][CH:12]=1. Given the reactants Cl[C:2]1[CH:7]=[C:6]([C:8]2[CH:9]=[N:10][C:11]([C:14]([F:17])([F:16])[F:15])=[CH:12][CH:13]=2)[N:5]=[CH:4][N:3]=1.[CH2:18]([N:20](CC)CC)C, predict the reaction product. (6) Given the reactants [CH2:1]([N:8]1[CH:16]=[C:15]2[C:10]([CH:11]=[C:12]([C:17]3[CH:18]=[C:19]([CH2:27][CH2:28][CH2:29]Br)[N:20]4[C:25]=3[C:24]([NH2:26])=[N:23][CH:22]=[N:21]4)[CH:13]=[CH:14]2)=[N:9]1)[C:2]1[CH:7]=[CH:6][CH:5]=[CH:4][CH:3]=1.[NH:31]1[CH2:35][CH2:34][CH2:33][CH2:32]1.C(N(CC)CC)C.[I-].[Na+], predict the reaction product. The product is: [CH2:1]([N:8]1[CH:16]=[C:15]2[C:10]([CH:11]=[C:12]([C:17]3[CH:18]=[C:19]([CH2:27][CH2:28][CH2:29][N:31]4[CH2:35][CH2:34][CH2:33][CH2:32]4)[N:20]4[C:25]=3[C:24]([NH2:26])=[N:23][CH:22]=[N:21]4)[CH:13]=[CH:14]2)=[N:9]1)[C:2]1[CH:7]=[CH:6][CH:5]=[CH:4][CH:3]=1. (7) Given the reactants [F:1][C:2]1[CH:3]=[C:4]([CH2:9][C:10]([OH:12])=O)[CH:5]=[C:6]([F:8])[CH:7]=1.Cl.[NH2:14][C@H:15]([C:17]([NH:19][C:20]([C:27]1[CH:32]=[CH:31][CH:30]=[CH:29][CH:28]=1)([CH3:26])[C:21]([O:23][CH2:24][CH3:25])=[O:22])=[O:18])[CH3:16].C(N[C@H](C(O)=O)C)(OC(C)(C)C)=O, predict the reaction product. The product is: [F:8][C:6]1[CH:5]=[C:4]([CH2:9][C:10]([NH:14][C@H:15]([C:17]([NH:19][C:20]([C:27]2[CH:28]=[CH:29][CH:30]=[CH:31][CH:32]=2)([CH3:26])[C:21]([O:23][CH2:24][CH3:25])=[O:22])=[O:18])[CH3:16])=[O:12])[CH:3]=[C:2]([F:1])[CH:7]=1.